Dataset: Forward reaction prediction with 1.9M reactions from USPTO patents (1976-2016). Task: Predict the product of the given reaction. (1) The product is: [OH:1][C:2]1([CH3:13])[CH2:5][N:4]([C:6]([O:8][C:9]([CH3:12])([CH3:11])[CH3:10])=[O:7])[CH2:3]1. Given the reactants [O:1]=[C:2]1[CH2:5][N:4]([C:6]([O:8][C:9]([CH3:12])([CH3:11])[CH3:10])=[O:7])[CH2:3]1.[CH2:13]1COCC1.C[Mg]Br.C1COCC1.O, predict the reaction product. (2) Given the reactants CCN=C=NCCCN(C)C.CS(C)=O.[CH3:16][O:17][C:18](=[O:34])[CH2:19][CH2:20][CH2:21][CH2:22][CH2:23][CH2:24][N:25]1[C:30](=[O:31])[CH2:29][CH2:28][CH2:27][C@@H:26]1[CH2:32][OH:33].FC(F)(F)C([O-])=O.[NH+]1C=CC=CC=1, predict the reaction product. The product is: [CH3:16][O:17][C:18](=[O:34])[CH2:19][CH2:20][CH2:21][CH2:22][CH2:23][CH2:24][N:25]1[C:30](=[O:31])[CH2:29][CH2:28][CH2:27][C@@H:26]1[CH:32]=[O:33]. (3) Given the reactants F[C:2]1[CH:9]=[C:8]([F:10])[CH:7]=[C:6]([F:11])[C:3]=1[C:4]#[N:5].[CH3:12][C:13]1([CH3:21])[O:17][C@H:16]([CH2:18][CH2:19][OH:20])[CH2:15][O:14]1.[H-].[Na+].O, predict the reaction product. The product is: [CH3:12][C:13]1([CH3:21])[O:17][C@H:16]([CH2:18][CH2:19][O:20][C:2]2[CH:9]=[C:8]([F:10])[CH:7]=[C:6]([F:11])[C:3]=2[C:4]#[N:5])[CH2:15][O:14]1. (4) Given the reactants [C:1]([C:5]1[CH:12]=[CH:11][C:8]([CH:9]=O)=[CH:7][CH:6]=1)([CH3:4])([CH3:3])[CH3:2].[CH2:13]([NH2:21])[CH2:14][C:15]1[CH:20]=[CH:19][CH:18]=[CH:17][CH:16]=1.[BH4-].[Na+], predict the reaction product. The product is: [C:1]([C:5]1[CH:12]=[CH:11][C:8]([CH2:9][NH:21][CH2:13][CH2:14][C:15]2[CH:20]=[CH:19][CH:18]=[CH:17][CH:16]=2)=[CH:7][CH:6]=1)([CH3:4])([CH3:3])[CH3:2].